This data is from Catalyst prediction with 721,799 reactions and 888 catalyst types from USPTO. The task is: Predict which catalyst facilitates the given reaction. (1) Reactant: [Cl:1][C:2]1[CH:3]=[C:4]2[C:10]([C:11]3[N:16]=[C:15](S(C)=O)[C:14]([F:20])=[CH:13][N:12]=3)=[CH:9][N:8]([S:21]([C:24]3[CH:29]=[CH:28][C:27]([CH3:30])=[CH:26][CH:25]=3)(=[O:23])=[O:22])[C:5]2=[N:6][CH:7]=1.[NH2:31][C@@H:32]([C:37]([CH3:40])([CH3:39])[CH3:38])[CH2:33][C:34]([OH:36])=[O:35].C([O-])([O-])=O.[Na+].[Na+].Cl. Product: [Cl:1][C:2]1[CH:3]=[C:4]2[C:10]([C:11]3[N:16]=[C:15]([NH:31][C@@H:32]([C:37]([CH3:40])([CH3:39])[CH3:38])[CH2:33][C:34]([OH:36])=[O:35])[C:14]([F:20])=[CH:13][N:12]=3)=[CH:9][N:8]([S:21]([C:24]3[CH:29]=[CH:28][C:27]([CH3:30])=[CH:26][CH:25]=3)(=[O:23])=[O:22])[C:5]2=[N:6][CH:7]=1. The catalyst class is: 841. (2) Reactant: [N+:1]([C:4]1[CH:5]=[C:6]2[C:10](=[CH:11][CH:12]=1)[N:9]([CH2:13][CH2:14][C:15]#[N:16])[NH:8][C:7]2=[O:17])([O-])=O. Product: [NH2:1][C:4]1[CH:5]=[C:6]2[C:10](=[CH:11][CH:12]=1)[N:9]([CH2:13][CH2:14][C:15]#[N:16])[NH:8][C:7]2=[O:17]. The catalyst class is: 19.